This data is from NCI-60 drug combinations with 297,098 pairs across 59 cell lines. The task is: Regression. Given two drug SMILES strings and cell line genomic features, predict the synergy score measuring deviation from expected non-interaction effect. (1) Drug 1: CC1OCC2C(O1)C(C(C(O2)OC3C4COC(=O)C4C(C5=CC6=C(C=C35)OCO6)C7=CC(=C(C(=C7)OC)O)OC)O)O. Drug 2: C1=CC(=CC=C1CCCC(=O)O)N(CCCl)CCCl. Cell line: MDA-MB-231. Synergy scores: CSS=35.9, Synergy_ZIP=-1.74, Synergy_Bliss=-0.354, Synergy_Loewe=5.77, Synergy_HSA=6.94. (2) Drug 1: C1=CC(=CC=C1CC(C(=O)O)N)N(CCCl)CCCl.Cl. Drug 2: C1=CC(=CC=C1CCCC(=O)O)N(CCCl)CCCl. Cell line: DU-145. Synergy scores: CSS=25.7, Synergy_ZIP=-4.44, Synergy_Bliss=-1.60, Synergy_Loewe=-4.16, Synergy_HSA=-3.01.